Task: Predict the reaction yield, written as a fraction of the theoretical maximum amount of product (1.0 means a 100% yield; for example, 0.34 means a 34% yield).. Dataset: Reaction yield outcomes from USPTO patents with 853,638 reactions (1) The reactants are [Cl:1][C:2]1[C:3]([NH:17][CH:18]2[CH2:35][CH2:34][C:21]3([CH2:26][CH2:25][N:24](C(OC(C)(C)C)=O)[CH2:23][CH2:22]3)[CH2:20][CH2:19]2)=[N:4][C:5]([NH:8][C:9]2[CH:13]=[C:12]([CH:14]3[CH2:16][CH2:15]3)[NH:11][N:10]=2)=[N:6][CH:7]=1.Cl.C(OCC)(=O)C. The catalyst is C(Cl)Cl. The product is [ClH:1].[Cl:1][C:2]1[C:3]([NH:17][CH:18]2[CH2:35][CH2:34][C:21]3([CH2:26][CH2:25][NH:24][CH2:23][CH2:22]3)[CH2:20][CH2:19]2)=[N:4][C:5]([NH:8][C:9]2[CH:13]=[C:12]([CH:14]3[CH2:16][CH2:15]3)[NH:11][N:10]=2)=[N:6][CH:7]=1. The yield is 0.990. (2) The reactants are [Cl:1][C:2]1[CH:7]=[CH:6][C:5]([C@H:8]([C:21]([N:23]2[CH2:28][CH2:27][N:26]([C:29]3[C:34]([O:35][CH:36]([CH3:38])[CH3:37])=[CH:33][N:32]=[C:31]4[NH:39][CH:40]=[CH:41][C:30]=34)[CH2:25][CH2:24]2)=[O:22])[CH2:9][N:10]([CH:18]([CH3:20])[CH3:19])C(=O)OC(C)(C)C)=[CH:4][CH:3]=1. The catalyst is C(O)(C(F)(F)F)=O. The product is [Cl:1][C:2]1[CH:7]=[CH:6][C:5]([C@@H:8]([CH2:9][NH:10][CH:18]([CH3:20])[CH3:19])[C:21]([N:23]2[CH2:28][CH2:27][N:26]([C:29]3[C:34]([O:35][CH:36]([CH3:38])[CH3:37])=[CH:33][N:32]=[C:31]4[NH:39][CH:40]=[CH:41][C:30]=34)[CH2:25][CH2:24]2)=[O:22])=[CH:4][CH:3]=1. The yield is 0.600. (3) The reactants are [CH3:1][O:2][C:3](=[O:22])[C:4]1[CH:9]=[C:8]([CH:10]([OH:13])[CH2:11][CH3:12])[C:7]([C:14]([F:17])([F:16])[F:15])=[CH:6][C:5]=1[NH:18]C(=O)C.O.[C:24]1(C)[CH:29]=CC(S(O)(=O)=O)=C[CH:25]=1. The catalyst is CC(O)C.O.CCOC(C)=O. The product is [CH3:1][O:2][C:3](=[O:22])[C:4]1[CH:9]=[C:8]([CH:10]([O:13][CH:24]([CH3:29])[CH3:25])[CH2:11][CH3:12])[C:7]([C:14]([F:15])([F:16])[F:17])=[CH:6][C:5]=1[NH2:18]. The yield is 0.120.